Dataset: hERG Central: cardiac toxicity at 1µM, 10µM, and general inhibition. Task: Predict hERG channel inhibition at various concentrations. Results: hERG_inhib (hERG inhibition (general)): blocker. The compound is CCCCCn1nc(C(=O)N(CC(C)C)c2c(N)n(CCCC)c(=O)[nH]c2=O)c2ccccc2c1=O.